Predict which catalyst facilitates the given reaction. From a dataset of Catalyst prediction with 721,799 reactions and 888 catalyst types from USPTO. (1) Reactant: [CH2:1]([C:13]1[CH:17]=[CH:16][S:15][CH:14]=1)[CH2:2][CH2:3][CH2:4][CH2:5][CH2:6][CH2:7][CH2:8][CH2:9][CH2:10][CH2:11][CH3:12].[Li+].CC([N-]C(C)C)C.[CH3:26][Sn:27](Cl)([CH3:29])[CH3:28]. Product: [CH3:26][Sn:27]([CH3:29])([CH3:28])[C:16]1[S:15][CH:14]=[C:13]([CH2:1][CH2:2][CH2:3][CH2:4][CH2:5][CH2:6][CH2:7][CH2:8][CH2:9][CH2:10][CH2:11][CH3:12])[CH:17]=1. The catalyst class is: 1. (2) Reactant: [CH3:1][O:2][CH:3]([O:14][CH3:15])[C:4]1[CH:9]=[CH:8][C:7]([N+:10]([O-:12])=[O:11])=[C:6](F)[CH:5]=1.[NH2:16][C:17]1[S:18][C:19]([C:29]([NH2:31])=[O:30])=[C:20]([C:22]2[CH:27]=[CH:26][CH:25]=[C:24]([Cl:28])[CH:23]=2)[N:21]=1.C(=O)([O-])[O-].[Cs+].[Cs+].[Cl-].[NH4+]. Product: [Cl:28][C:24]1[CH:23]=[C:22]([C:20]2[N:21]=[C:17]([NH:16][C:6]3[CH:5]=[C:4]([CH:3]([O:14][CH3:15])[O:2][CH3:1])[CH:9]=[CH:8][C:7]=3[N+:10]([O-:12])=[O:11])[S:18][C:19]=2[C:29]([NH2:31])=[O:30])[CH:27]=[CH:26][CH:25]=1. The catalyst class is: 9. (3) Reactant: [BH-](OC(C)=O)(OC(C)=O)OC(C)=O.[Na+].O=[C:16]1[CH2:21][CH2:20][CH:19]([CH:22]([NH:26][C:27]([C:29]2[C:38]([NH:39][C:40]([NH:42][C:43]3[C:48]([CH3:49])=[CH:47][C:46]([CH3:50])=[CH:45][C:44]=3[CH3:51])=[O:41])=[CH:37][C:36]3[C:31](=[CH:32][CH:33]=[CH:34][CH:35]=3)[CH:30]=2)=[O:28])[C:23]([OH:25])=[O:24])[CH2:18][CH2:17]1.[NH:52]1[CH2:57][CH2:56][O:55][CH2:54][CH2:53]1. Product: [N:52]1([CH:16]2[CH2:21][CH2:20][CH:19]([CH:22]([NH:26][C:27]([C:29]3[C:38]([NH:39][C:40]([NH:42][C:43]4[C:44]([CH3:51])=[CH:45][C:46]([CH3:50])=[CH:47][C:48]=4[CH3:49])=[O:41])=[CH:37][C:36]4[C:31](=[CH:32][CH:33]=[CH:34][CH:35]=4)[CH:30]=3)=[O:28])[C:23]([OH:25])=[O:24])[CH2:18][CH2:17]2)[CH2:57][CH2:56][O:55][CH2:54][CH2:53]1. The catalyst class is: 26. (4) Reactant: [NH2:1][CH2:2][C@H:3]([OH:5])[CH3:4].C1COCC1.[CH3:11][C:12]([O:15][C:16](O[C:16]([O:15][C:12]([CH3:14])([CH3:13])[CH3:11])=[O:17])=[O:17])([CH3:14])[CH3:13]. Product: [OH:5][C@H:3]([CH3:4])[CH2:2][NH:1][C:16](=[O:17])[O:15][C:12]([CH3:14])([CH3:13])[CH3:11]. The catalyst class is: 6. (5) Reactant: [CH:1]1([NH:6][C:7](=[O:20])[NH:8][CH:9]([C:11]2[S:15][C:14]([C:16]([O:18]C)=[O:17])=[CH:13][CH:12]=2)[CH3:10])[CH2:5][CH2:4][CH2:3][CH2:2]1.[OH-].[Na+].Cl. Product: [CH:1]1([NH:6][C:7](=[O:20])[NH:8][CH:9]([C:11]2[S:15][C:14]([C:16]([OH:18])=[O:17])=[CH:13][CH:12]=2)[CH3:10])[CH2:2][CH2:3][CH2:4][CH2:5]1. The catalyst class is: 83. (6) Reactant: [Si:1]([O:8]S(C(F)(F)F)(=O)=O)([C:4]([CH3:7])([CH3:6])[CH3:5])([CH3:3])[CH3:2].[Cl:16][C:17]1[CH:18]=[CH:19][C:20]2[N:26]3[CH2:27][C@H:23]([C@H:24](O)[CH2:25]3)[NH:22][C:21]=2[N:29]=1. Product: [Si:1]([O:8][C@H:24]1[C@H:23]2[CH2:27][N:26]([C:20]3[CH:19]=[CH:18][C:17]([Cl:16])=[N:29][C:21]=3[NH:22]2)[CH2:25]1)([C:4]([CH3:7])([CH3:6])[CH3:5])([CH3:3])[CH3:2]. The catalyst class is: 2. (7) Reactant: [C:1]([C:3]1[N:7]([CH:8]2[CH2:13][CH2:12][N:11]([C:14]([O:16][C:17]([CH3:20])([CH3:19])[CH3:18])=[O:15])[CH2:10][CH2:9]2)[N:6]=[CH:5][C:4]=1[CH2:21][O:22]S(C)(=O)=O)#[N:2].[F:27][C:28]1[C:33]([F:34])=[CH:32][CH:31]=[C:30]([F:35])[C:29]=1O.C(=O)([O-])[O-].[Cs+].[Cs+]. Product: [C:1]([C:3]1[N:7]([CH:8]2[CH2:13][CH2:12][N:11]([C:14]([O:16][C:17]([CH3:20])([CH3:19])[CH3:18])=[O:15])[CH2:10][CH2:9]2)[N:6]=[CH:5][C:4]=1[CH2:21][O:22][C:29]1[C:30]([F:35])=[CH:31][CH:32]=[C:33]([F:34])[C:28]=1[F:27])#[N:2]. The catalyst class is: 10. (8) The catalyst class is: 293. Product: [OH:42][C@H:39]([C@H:10]1[O:11][CH:12]([OH:31])[C@@H:13]([OH:23])[C@@H:14]([OH:15])[C@@H:9]1[OH:8])[CH2:40][CH3:41]. Reactant: C([O:8][C@H:9]1[C@H:14]([O:15]CC2C=CC=CC=2)[C@H:13]([O:23]CC2C=CC=CC=2)[C@@H:12]([O:31]CC2C=CC=CC=2)[O:11][C@@H:10]1[C@@H:39]([OH:42])[CH2:40][CH3:41])C1C=CC=CC=1.CC(O)=O.